From a dataset of Reaction yield outcomes from USPTO patents with 853,638 reactions. Predict the reaction yield, written as a fraction of the theoretical maximum amount of product (1.0 means a 100% yield; for example, 0.34 means a 34% yield). (1) The reactants are [OH:1]O.[Br:3][C:4]1[C:13](B(O)O)=[CH:12][C:11]2[C:6](=[CH:7][CH:8]=[C:9]([O:17][CH3:18])[CH:10]=2)[N:5]=1.[NH4+].[Cl-]. The catalyst is CCOCC.O. The product is [Br:3][C:4]1[C:13]([OH:1])=[CH:12][C:11]2[C:6](=[CH:7][CH:8]=[C:9]([O:17][CH3:18])[CH:10]=2)[N:5]=1. The yield is 1.00. (2) The reactants are [CH2:1]([C:5]1[N:6]=[C:7]([CH2:27][CH:28]2[CH2:30][CH2:29]2)[NH:8][C:9](=[O:26])[C:10]=1[CH2:11][C:12]1[CH:17]=[CH:16][C:15]([C:18]2[C:19]([C:24]#[N:25])=[CH:20][CH:21]=[CH:22][CH:23]=2)=[CH:14][CH:13]=1)[CH2:2][CH2:3][CH3:4].[O:31]1[C:35]2[CH:36]=[CH:37][C:38](B(O)O)=[CH:39][C:34]=2[CH2:33][CH2:32]1.N1C=CC=CC=1.C(N(CC)CC)C. The catalyst is C(OCC)(=O)C.C([O-])(=O)C.[Cu+2].C([O-])(=O)C.ClCCl. The product is [CH2:1]([C:5]1[N:6]=[C:7]([CH2:27][CH:28]2[CH2:29][CH2:30]2)[N:8]([C:38]2[CH:37]=[CH:36][C:35]3[O:31][CH2:32][CH2:33][C:34]=3[CH:39]=2)[C:9](=[O:26])[C:10]=1[CH2:11][C:12]1[CH:17]=[CH:16][C:15]([C:18]2[C:19]([C:24]#[N:25])=[CH:20][CH:21]=[CH:22][CH:23]=2)=[CH:14][CH:13]=1)[CH2:2][CH2:3][CH3:4]. The yield is 0.760.